This data is from Reaction yield outcomes from USPTO patents with 853,638 reactions. The task is: Predict the reaction yield, written as a fraction of the theoretical maximum amount of product (1.0 means a 100% yield; for example, 0.34 means a 34% yield). (1) The yield is 0.730. The product is [Cl:8][C:6]1[CH:7]=[C:2]([C:13]2[CH:12]=[C:11]([Cl:10])[CH:16]=[CH:15][C:14]=2[O:20][CH2:21][CH3:22])[N:3]=[C:4]([NH2:9])[N:5]=1. The reactants are Cl[C:2]1[CH:7]=[C:6]([Cl:8])[N:5]=[C:4]([NH2:9])[N:3]=1.[Cl:10][C:11]1[CH:12]=[CH:13][C:14]([O:20][CH2:21][CH3:22])=[C:15](B(O)O)[CH:16]=1.C1(P(C2C=CC=CC=2)C2C=CC=CC=2)C=CC=CC=1.C(=O)([O-])[O-].[Na+].[Na+]. The catalyst is O.C([O-])(=O)C.[Pd+2].C([O-])(=O)C.CC(C)=O.C(COC)OC. (2) The reactants are [CH2:1]([N:3](CC)CC)[CH3:2].[NH2:8][C:9]1[CH:17]=[C:16]([O:18][CH2:19][C:20]2[CH:25]=[CH:24][CH:23]=[CH:22][CH:21]=2)[CH:15]=[CH:14][C:10]=1[C:11]([OH:13])=O. The catalyst is CO. The product is [CH2:19]([O:18][C:16]1[CH:17]=[C:9]2[C:10]([C:11](=[O:13])[N:3]=[C:1]([CH3:2])[NH:8]2)=[CH:14][CH:15]=1)[C:20]1[CH:25]=[CH:24][CH:23]=[CH:22][CH:21]=1. The yield is 0.694. (3) The product is [Cl:1][C:2]1[CH:3]=[C:4]([C:8]2[O:12][N:11]=[C:10]([CH2:13][S:14][C:15]3[N:16]([CH3:26])[C:17]([C:20]4[CH:25]=[CH:24][N+:23]([O-:35])=[CH:22][CH:21]=4)=[N:18][N:19]=3)[N:9]=2)[CH:5]=[CH:6][CH:7]=1. The reactants are [Cl:1][C:2]1[CH:3]=[C:4]([C:8]2[O:12][N:11]=[C:10]([CH2:13][S:14][C:15]3[N:16]([CH3:26])[C:17]([C:20]4[CH:25]=[CH:24][N:23]=[CH:22][CH:21]=4)=[N:18][N:19]=3)[N:9]=2)[CH:5]=[CH:6][CH:7]=1.C1C=C(Cl)C=C(C(OO)=[O:35])C=1. The yield is 0.0800. The catalyst is ClCCl. (4) The reactants are C1(P(C2C=CC=CC=2)C2C=CC=CC=2)C=CC=CC=1.N1C=CN=C1.[I:25]I.[CH3:27][O:28][C:29]1([O:35][CH3:36])[CH2:32][CH:31]([CH2:33]O)[CH2:30]1. The catalyst is C(Cl)Cl. The product is [I:25][CH2:33][CH:31]1[CH2:32][C:29]([O:35][CH3:36])([O:28][CH3:27])[CH2:30]1. The yield is 0.740. (5) The reactants are [CH3:1][O:2][CH2:3][N:4]1[C:8]2[CH:9]=[CH:10][C:11]([CH:13]([C:15]3[CH:19]=[CH:18][N:17]([C:20]4[N:25]=[CH:24][C:23]([CH2:26][O:27][CH2:28][C:29]([O:31]CC)=[O:30])=[CH:22][CH:21]=4)[N:16]=3)[CH3:14])=[CH:12][C:7]=2[S:6][C:5]1=[O:34].[OH-].[Li+].O.[OH-].[Na+]. The catalyst is O1CCCC1. The product is [CH3:1][O:2][CH2:3][N:4]1[C:8]2[CH:9]=[CH:10][C:11]([CH:13]([C:15]3[CH:19]=[CH:18][N:17]([C:20]4[N:25]=[CH:24][C:23]([CH2:26][O:27][CH2:28][C:29]([OH:31])=[O:30])=[CH:22][CH:21]=4)[N:16]=3)[CH3:14])=[CH:12][C:7]=2[S:6][C:5]1=[O:34]. The yield is 1.04. (6) The reactants are [NH2:1][C:2]1[CH:3]=[C:4]2[C:8](=[CH:9][CH:10]=1)[NH:7][C:6]([C:11]([CH3:22])([CH3:21])[CH2:12][NH:13][C:14](=[O:20])[O:15][C:16]([CH3:19])([CH3:18])[CH3:17])=[CH:5]2.[O:23]1[C:27]2[CH:28]=[C:29]([C:32]3([C:35](O)=[O:36])[CH2:34][CH2:33]3)[CH:30]=[CH:31][C:26]=2[O:25][CH2:24]1.C(Cl)CCl.C1C=CC2N(O)N=NC=2C=1.CCN(CC)CC. The catalyst is CN(C=O)C.O. The product is [O:25]1[C:26]2[CH:31]=[CH:30][C:29]([C:32]3([C:35]([NH:1][C:2]4[CH:3]=[C:4]5[C:8](=[CH:9][CH:10]=4)[NH:7][C:6]([C:11]([CH3:22])([CH3:21])[CH2:12][NH:13][C:14](=[O:20])[O:15][C:16]([CH3:17])([CH3:19])[CH3:18])=[CH:5]5)=[O:36])[CH2:33][CH2:34]3)=[CH:28][C:27]=2[O:23][CH2:24]1. The yield is 0.940.